This data is from Full USPTO retrosynthesis dataset with 1.9M reactions from patents (1976-2016). The task is: Predict the reactants needed to synthesize the given product. (1) Given the product [OH:1][C@@H:2]([CH3:7])[CH2:3][C:4]([NH:41][C:42]1[CH:47]=[CH:46][C:45]([C:48]2[CH:53]=[CH:52][N:51]=[C:50]([NH:54][C:55]3[CH:56]=[CH:57][C:58]([N:61]4[CH2:62][CH2:63][O:64][CH2:65][CH2:66]4)=[CH:59][CH:60]=3)[N:49]=2)=[CH:44][CH:43]=1)=[O:6], predict the reactants needed to synthesize it. The reactants are: [OH:1][C@@H:2]([CH3:7])[CH2:3][C:4]([O-:6])=O.CN(C(ON1N=NC2C=CC=NC1=2)=[N+](C)C)C.F[P-](F)(F)(F)(F)F.CCN(C(C)C)C(C)C.[NH2:41][C:42]1[CH:47]=[CH:46][C:45]([C:48]2[CH:53]=[CH:52][N:51]=[C:50]([NH:54][C:55]3[CH:60]=[CH:59][C:58]([N:61]4[CH2:66][CH2:65][O:64][CH2:63][CH2:62]4)=[CH:57][CH:56]=3)[N:49]=2)=[CH:44][CH:43]=1. (2) Given the product [Br:2][C:3]1[CH:4]=[C:5]([C:14]2[N:54]([C:50]3[CH:51]=[N:52][CH:53]=[C:48]([F:47])[CH:49]=3)[N:55]=[C:16]([C:17]([OH:19])=[O:18])[CH:15]=2)[CH:6]=[C:7]([O:9][C:10]([F:11])([F:12])[F:13])[CH:8]=1, predict the reactants needed to synthesize it. The reactants are: [Li].[Br:2][C:3]1[CH:4]=[C:5]([C:14]([O-])=[CH:15][C:16](=O)[C:17]([O:19]CC)=[O:18])[CH:6]=[C:7]([O:9][C:10]([F:13])([F:12])[F:11])[CH:8]=1.ClC1C=C(C2N(C3C=CC=CN=3)N=C(C(O)=O)C=2)C=C(F)C=1.Cl.[F:47][C:48]1[CH:49]=[C:50]([NH:54][NH2:55])[CH:51]=[N:52][CH:53]=1. (3) Given the product [Cl:1][C:2]1[CH:3]=[CH:4][C:5]([C:8]2[NH:9][CH:10]=[C:11]([C:13]([C:15]3[CH:16]=[C:17]([O:25][CH3:26])[C:18]([O:23][CH3:24])=[C:19]([O:21][CH3:22])[CH:20]=3)=[O:14])[N:12]=2)=[CH:6][CH:7]=1, predict the reactants needed to synthesize it. The reactants are: [Cl:1][C:2]1[CH:7]=[CH:6][C:5]([C:8]2[N:9](S(C3C=CC=CC=3)(=O)=O)[CH:10]=[C:11]([C:13]([C:15]3[CH:20]=[C:19]([O:21][CH3:22])[C:18]([O:23][CH3:24])=[C:17]([O:25][CH3:26])[CH:16]=3)=[O:14])[N:12]=2)=[CH:4][CH:3]=1.[F-].C([N+](CCCC)(CCCC)CCCC)CCC.C([O-])(O)=O.[Na+]. (4) The reactants are: [C:1]12([CH2:11][C:12]([NH:14][C:15]3[C:24]([CH3:25])=[CH:23][CH:22]=[C:21]4[C:16]=3[CH:17]=[CH:18][C:19]([NH:26][CH2:27][CH2:28][N:29]([CH2:37][CH2:38][OH:39])C(=O)OC(C)(C)C)=[N:20]4)=[O:13])[CH2:10][CH:5]3[CH2:6][CH:7]([CH2:9][CH:3]([CH2:4]3)[CH2:2]1)[CH2:8]2.[ClH:40]. Given the product [ClH:40].[ClH:40].[C:1]12([CH2:11][C:12]([NH:14][C:15]3[C:24]([CH3:25])=[CH:23][CH:22]=[C:21]4[C:16]=3[CH:17]=[CH:18][C:19]([NH:26][CH2:27][CH2:28][NH:29][CH2:37][CH2:38][OH:39])=[N:20]4)=[O:13])[CH2:10][CH:5]3[CH2:4][CH:3]([CH2:9][CH:7]([CH2:6]3)[CH2:8]1)[CH2:2]2, predict the reactants needed to synthesize it. (5) Given the product [N+:1]([C:4]1[CH:11]=[C:10]([O:12][CH2:13][CH:14]2[CH2:15][CH2:16][NH:17][CH2:18][CH2:19]2)[C:9]([O:27][CH3:28])=[CH:8][C:5]=1[C:6]#[N:7])([O-:3])=[O:2], predict the reactants needed to synthesize it. The reactants are: [N+:1]([C:4]1[CH:11]=[C:10]([O:12][CH2:13][CH:14]2[CH2:19][CH2:18][N:17](C(OC(C)(C)C)=O)[CH2:16][CH2:15]2)[C:9]([O:27][CH3:28])=[CH:8][C:5]=1[C:6]#[N:7])([O-:3])=[O:2].C(O)(C(F)(F)F)=O.